From a dataset of Full USPTO retrosynthesis dataset with 1.9M reactions from patents (1976-2016). Predict the reactants needed to synthesize the given product. (1) Given the product [CH2:15]([N:22]([C@H:30]1[CH2:31][CH2:32][C@H:33]([NH:1][C:2]2[CH:11]=[CH:10][CH:9]=[C:8]3[C:3]=2[C:4]([CH:13]=[CH2:14])=[CH:5][N:6]=[C:7]3[Cl:12])[CH2:34][CH2:35]1)[C:23](=[O:29])[O:24][C:25]([CH3:28])([CH3:27])[CH3:26])[C:16]1[CH:21]=[CH:20][CH:19]=[CH:18][CH:17]=1, predict the reactants needed to synthesize it. The reactants are: [NH2:1][C:2]1[CH:11]=[CH:10][CH:9]=[C:8]2[C:3]=1[C:4]([CH:13]=[CH2:14])=[CH:5][N:6]=[C:7]2[Cl:12].[CH2:15]([N:22]([CH:30]1[CH2:35][CH2:34][C:33](=O)[CH2:32][CH2:31]1)[C:23](=[O:29])[O:24][C:25]([CH3:28])([CH3:27])[CH3:26])[C:16]1[CH:21]=[CH:20][CH:19]=[CH:18][CH:17]=1.[BH4-].[Na+].C(=O)([O-])O.[Na+]. (2) Given the product [CH2:19]([O:26][C:27](=[O:35])[C@@H:28]([NH:34][C:10](=[O:12])[C@@H:9]([NH:8][C:6]([O:5][C:1]([CH3:2])([CH3:3])[CH3:4])=[O:7])[CH2:13][O:14][CH:15]([F:17])[F:16])[CH2:29][O:30][CH:31]([F:33])[F:32])[C:20]1[CH:25]=[CH:24][CH:23]=[CH:22][CH:21]=1, predict the reactants needed to synthesize it. The reactants are: [C:1]([O:5][C:6]([NH:8][C@@H:9]([CH2:13][O:14][CH:15]([F:17])[F:16])[C:10]([OH:12])=O)=[O:7])([CH3:4])([CH3:3])[CH3:2].Cl.[CH2:19]([O:26][C:27](=[O:35])[C@@H:28]([NH2:34])[CH2:29][O:30][CH:31]([F:33])[F:32])[C:20]1[CH:25]=[CH:24][CH:23]=[CH:22][CH:21]=1.C1C=CC2N(O)N=NC=2C=1.CCN=C=NCCCN(C)C.Cl.CN1CCOCC1. (3) Given the product [F:19][C:20]1[CH:28]=[CH:27][CH:26]=[C:25]2[C:21]=1[C:22]([NH:29][CH:8]=[C:9]1[C:17]3[C:12](=[CH:13][CH:14]=[CH:15][CH:16]=3)[NH:11][C:10]1=[O:18])=[N:23][NH:24]2, predict the reactants needed to synthesize it. The reactants are: NC1C=CNN=1.O/[CH:8]=[C:9]1\[C:10](=[O:18])[NH:11][C:12]2[C:17]\1=[CH:16][CH:15]=[CH:14][CH:13]=2.[F:19][C:20]1[CH:28]=[CH:27][CH:26]=[C:25]2[C:21]=1[C:22]([NH2:29])=[N:23][NH:24]2. (4) Given the product [Si:1]([O:8][CH2:9][C:10]1([CH3:38])[S:16][CH2:15][CH2:14][N:13]2[C:17]([C:20]3([C:23]4[CH:28]=[CH:27][C:26]([C:40]5[C:41]([CH3:46])=[N:42][CH:43]=[CH:44][CH:45]=5)=[CH:25][CH:24]=4)[CH2:22][CH2:21]3)=[N:18][N:19]=[C:12]2[CH2:11]1)([C:4]([CH3:5])([CH3:6])[CH3:7])([CH3:2])[CH3:3], predict the reactants needed to synthesize it. The reactants are: [Si:1]([O:8][CH2:9][C:10]1([CH3:38])[S:16][CH2:15][CH2:14][N:13]2[C:17]([C:20]3([C:23]4[CH:28]=[CH:27][C:26](B5OC(C)(C)C(C)(C)O5)=[CH:25][CH:24]=4)[CH2:22][CH2:21]3)=[N:18][N:19]=[C:12]2[CH2:11]1)([C:4]([CH3:7])([CH3:6])[CH3:5])([CH3:3])[CH3:2].Br[C:40]1[C:41]([CH3:46])=[N:42][CH:43]=[CH:44][CH:45]=1.C(=O)([O-])[O-].[K+].[K+]. (5) Given the product [F:32][C:29]1[CH:28]=[CH:27][C:26]([CH2:25][N:18]2[C:19]3[C:24](=[CH:23][CH:22]=[CH:21][CH:20]=3)[C:15]([N:4]3[CH2:5][CH2:6][N:1]([C:7]([C:9]4[S:10][CH:11]=[CH:12][CH:13]=4)=[O:8])[CH2:2][CH2:3]3)=[C:16]([C:34]#[N:35])[C:17]2=[O:33])=[CH:31][CH:30]=1, predict the reactants needed to synthesize it. The reactants are: [N:1]1([C:7]([C:9]2[S:10][CH:11]=[CH:12][CH:13]=2)=[O:8])[CH2:6][CH2:5][NH:4][CH2:3][CH2:2]1.Cl[C:15]1[C:24]2[C:19](=[CH:20][CH:21]=[CH:22][CH:23]=2)[N:18]([CH2:25][C:26]2[CH:31]=[CH:30][C:29]([F:32])=[CH:28][CH:27]=2)[C:17](=[O:33])[C:16]=1[C:34]#[N:35]. (6) Given the product [CH3:9][O:8][C:5]1[N:4]=[C:3]([C:10]([O:12][CH3:13])=[O:11])[C:2]([NH:1][C:33]([C:26]2[C:27]3[C:32](=[CH:31][CH:30]=[CH:29][CH:28]=3)[C:23]([CH3:22])=[CH:24][CH:25]=2)=[O:34])=[CH:7][CH:6]=1, predict the reactants needed to synthesize it. The reactants are: [NH2:1][C:2]1[C:3]([C:10]([OH:12])=[O:11])=[N:4][C:5]([O:8][CH3:9])=[CH:6][CH:7]=1.[CH3:13]CN(C(C)C)C(C)C.[CH3:22][C:23]1[C:32]2[C:27](=[CH:28][CH:29]=[CH:30][CH:31]=2)[C:26]([C:33](Cl)=[O:34])=[CH:25][CH:24]=1.C([O-])([O-])=O.[K+].[K+].CI.